From a dataset of Merck oncology drug combination screen with 23,052 pairs across 39 cell lines. Regression. Given two drug SMILES strings and cell line genomic features, predict the synergy score measuring deviation from expected non-interaction effect. Drug 1: CCc1c2c(nc3ccc(O)cc13)-c1cc3c(c(=O)n1C2)COC(=O)C3(O)CC. Drug 2: Cn1cc(-c2cnn3c(N)c(Br)c(C4CCCNC4)nc23)cn1. Cell line: CAOV3. Synergy scores: synergy=6.68.